Dataset: Full USPTO retrosynthesis dataset with 1.9M reactions from patents (1976-2016). Task: Predict the reactants needed to synthesize the given product. (1) Given the product [ClH:51].[CH3:38][O:37][C:23]1[CH:24]=[CH:25][C:26]2[C:31](=[CH:30][CH:29]=[C:28]([C:32]3[N:36]=[CH:35][O:34][N:33]=3)[CH:27]=2)[C:22]=1[CH2:21][N:18]1[C:19](=[O:20])[C@@H:13]([NH:12][C:11](=[O:43])[C@@H:9]([NH:7][CH3:6])[CH3:10])[CH2:14][CH2:15][C:16]2[CH:42]=[CH:41][CH:40]=[CH:39][C:17]1=2, predict the reactants needed to synthesize it. The reactants are: C(O[C:6](=O)[N:7]([C@H:9]([C:11](=[O:43])[NH:12][C@@H:13]1[C:19](=[O:20])[N:18]([CH2:21][C:22]2[C:31]3[C:26](=[CH:27][C:28]([C:32]4[N:36]=[CH:35][O:34][N:33]=4)=[CH:29][CH:30]=3)[CH:25]=[CH:24][C:23]=2[O:37][CH3:38])[C:17]2[CH:39]=[CH:40][CH:41]=[CH:42][C:16]=2[CH2:15][CH2:14]1)[CH3:10])C)(C)(C)C.O1CCOCC1.[ClH:51].CCOCC. (2) Given the product [Si:1]([O:8][CH2:9][C@H:10]([C:11]1[CH:16]=[CH:15][C:14]([Cl:17])=[C:13]([F:18])[CH:12]=1)[NH2:19])([C:4]([CH3:7])([CH3:6])[CH3:5])([CH3:3])[CH3:2], predict the reactants needed to synthesize it. The reactants are: [Si:1]([O:8][CH2:9][C@@H:10]([N:19]1C(=O)C2C(=CC=CC=2)C1=O)[C:11]1[CH:16]=[CH:15][C:14]([Cl:17])=[C:13]([F:18])[CH:12]=1)([C:4]([CH3:7])([CH3:6])[CH3:5])([CH3:3])[CH3:2].C1COCC1.CO.O.NN. (3) Given the product [Cl:1][C:2]1[CH:17]=[CH:16][C:5]2[S:6][C:7]3[CH:15]=[CH:14][CH:13]=[CH:12][C:8]=3[C:9]([Cl:20])=[N:10][C:4]=2[CH:3]=1, predict the reactants needed to synthesize it. The reactants are: [Cl:1][C:2]1[CH:17]=[CH:16][C:5]2[S:6][C:7]3[CH:15]=[CH:14][CH:13]=[CH:12][C:8]=3[C:9](=O)[NH:10][C:4]=2[CH:3]=1.O=P(Cl)(Cl)[Cl:20]. (4) Given the product [OH:2][C:3]1[CH:4]=[C:5](/[CH:21]=[CH:22]/[C:23]([NH:25][CH3:26])=[O:24])[CH:6]=[C:7]([C:9]2[CH:18]=[CH:17][C:16]3[C:11](=[CH:12][CH:13]=[C:14]([OH:19])[CH:15]=3)[CH:10]=2)[CH:8]=1, predict the reactants needed to synthesize it. The reactants are: C[O:2][C:3]1[CH:4]=[C:5](/[CH:21]=[CH:22]/[C:23]([NH:25][CH3:26])=[O:24])[CH:6]=[C:7]([C:9]2[CH:18]=[CH:17][C:16]3[C:11](=[CH:12][CH:13]=[C:14]([O:19]C)[CH:15]=3)[CH:10]=2)[CH:8]=1.B(Br)(Br)Br.